The task is: Predict the reactants needed to synthesize the given product.. This data is from Full USPTO retrosynthesis dataset with 1.9M reactions from patents (1976-2016). (1) Given the product [Cl:12][C:7]1[CH:6]=[CH:5][C:4]2[C:9](=[CH:10][CH:11]=[C:2]([C:13]#[N:14])[CH:3]=2)[N:8]=1, predict the reactants needed to synthesize it. The reactants are: Br[C:2]1[CH:3]=[C:4]2[C:9](=[CH:10][CH:11]=1)[N:8]=[C:7]([Cl:12])[CH:6]=[CH:5]2.[C:13]([Cu])#[N:14].CN(C=O)C. (2) Given the product [CH:6]1[C:19]2[C:18](=[O:20])[C:17]3[CH:16]=[CH:15][CH:14]=[CH:13][C:12]=3[C:11](=[O:21])[NH:22][C:10]=2[CH:9]=[CH:8][CH:7]=1, predict the reactants needed to synthesize it. The reactants are: S(=O)(=O)(O)O.[CH:6]1[C:19]2[C:18](=[O:20])[C:17]3[C:12](=[CH:13][CH:14]=[CH:15][CH:16]=3)[C:11](=[O:21])[C:10]=2[CH:9]=[CH:8][CH:7]=1.[N-:22]=[N+]=[N-].[Na+]. (3) The reactants are: [C:1]([O:5][C:6](=[O:13])[CH2:7][NH:8][C:9](=[O:12])[CH2:10]Br)([CH3:4])([CH3:3])[CH3:2].[NH:14]1[CH2:25][CH2:24][NH:23][CH2:22][CH2:21][NH:20][CH2:19][CH2:18][NH:17][CH2:16][CH2:15]1. Given the product [C:1]([O:5][C:6]([CH2:7][NH:8][C:9](=[O:12])[CH2:10][N:14]1[CH2:25][CH2:24][NH:23][CH2:22][CH2:21][N:20]([CH2:10][C:9](=[O:12])[NH:8][CH2:7][C:6]([O:5][C:1]([CH3:4])([CH3:2])[CH3:3])=[O:13])[CH2:19][CH2:18][N:17]([CH2:10][C:9](=[O:12])[NH:8][CH2:7][C:6]([O:5][C:1]([CH3:4])([CH3:3])[CH3:2])=[O:13])[CH2:16][CH2:15]1)=[O:13])([CH3:4])([CH3:3])[CH3:2], predict the reactants needed to synthesize it. (4) Given the product [NH2:28][C:25]1[C:24]([S:2]([Cl:1])(=[O:5])=[O:3])=[CH:23][C:22]([C:19]2[CH:20]=[C:21]3[C:16](=[CH:17][CH:18]=2)[N:15]=[CH:14][CH:13]=[C:12]3[C:9]2[CH:10]=[CH:11][N:6]=[CH:7][CH:8]=2)=[CH:27][N:26]=1, predict the reactants needed to synthesize it. The reactants are: [Cl:1][S:2]([OH:5])(=O)=[O:3].[N:6]1[CH:11]=[CH:10][C:9]([C:12]2[C:21]3[C:16](=[CH:17][CH:18]=[C:19]([C:22]4[CH:23]=[CH:24][C:25]([NH2:28])=[N:26][CH:27]=4)[CH:20]=3)[N:15]=[CH:14][CH:13]=2)=[CH:8][CH:7]=1. (5) The reactants are: [Cl:1][C:2]1[CH:3]=[CH:4][C:5]2[O:9][C:8]([C:10]3[CH:11]=[CH:12][C:13]([NH:17][CH2:18][CH2:19][C:20]([F:23])([F:22])[F:21])=[C:14]([CH:16]=3)[NH2:15])=[N:7][C:6]=2[CH:24]=1.[C:25]1(C)C=CC(S(O)(=O)=O)=CC=1.C(=O)([O-])O.[Na+]. Given the product [Cl:1][C:2]1[CH:3]=[CH:4][C:5]2[O:9][C:8]([C:10]3[CH:11]=[CH:12][C:13]4[N:17]([CH2:18][CH2:19][C:20]([F:21])([F:23])[F:22])[CH:25]=[N:15][C:14]=4[CH:16]=3)=[N:7][C:6]=2[CH:24]=1, predict the reactants needed to synthesize it.